Dataset: Forward reaction prediction with 1.9M reactions from USPTO patents (1976-2016). Task: Predict the product of the given reaction. (1) Given the reactants CC(OC(/N=N/C(OC(C)C)=O)=O)C.[CH3:15][C:16]1[N:21]=[C:20]([CH2:22]O)[CH:19]=[CH:18][CH:17]=1.C1(P(C2C=CC=CC=2)C2C=CC=CC=2)C=CC=CC=1.[C:43]1(=[O:53])[C:51]2[C:46](=[CH:47][CH:48]=[CH:49][CH:50]=2)[C:45](=[O:52])[NH:44]1, predict the reaction product. The product is: [CH3:15][C:16]1[N:21]=[C:20]([CH2:22][N:44]2[C:45](=[O:52])[C:46]3[C:51](=[CH:50][CH:49]=[CH:48][CH:47]=3)[C:43]2=[O:53])[CH:19]=[CH:18][CH:17]=1. (2) Given the reactants [CH3:1][C:2]1[C:6]2[CH:7]=[CH:8][CH:9]=[CH:10][C:5]=2[S:4][C:3]=1[S:11]([OH:14])(=O)=[O:12].O=P(Cl)(Cl)[Cl:17], predict the reaction product. The product is: [CH3:1][C:2]1[C:6]2[CH:7]=[CH:8][CH:9]=[CH:10][C:5]=2[S:4][C:3]=1[S:11]([Cl:17])(=[O:14])=[O:12]. (3) Given the reactants [CH3:1][O:2][C:3]([NH:5][C@@H:6]([CH:10]([CH3:12])[CH3:11])[C:7]([OH:9])=[O:8])=[O:4].O[N:14]1[C:18](=[O:19])[CH2:17][CH2:16][C:15]1=[O:20].C(N=C=NC(C)C)(C)C, predict the reaction product. The product is: [CH3:1][O:2][C:3]([NH:5][C@@H:6]([CH:10]([CH3:12])[CH3:11])[C:7]([O:9][N:14]1[C:18](=[O:19])[CH2:17][CH2:16][C:15]1=[O:20])=[O:8])=[O:4]. (4) Given the reactants [C:1]([O:5][C:6](=[O:27])[C:7]([S:10][C:11]1[S:12][CH:13]=[C:14]([CH2:16][CH2:17][NH:18][C:19]2[N:24]=[CH:23][C:22]([CH2:25][CH3:26])=[CH:21][N:20]=2)[N:15]=1)([CH3:9])[CH3:8])([CH3:4])([CH3:3])[CH3:2].[Br:28][C:29]1[CH:34]=[CH:33][CH:32]=[C:31]([CH2:35]Br)[CH:30]=1.CC(C)([O-])C.[K+].O, predict the reaction product. The product is: [C:1]([O:5][C:6](=[O:27])[C:7]([S:10][C:11]1[S:12][CH:13]=[C:14]([CH2:16][CH2:17][N:18]([CH2:35][C:31]2[CH:32]=[CH:33][CH:34]=[C:29]([Br:28])[CH:30]=2)[C:19]2[N:20]=[CH:21][C:22]([CH2:25][CH3:26])=[CH:23][N:24]=2)[N:15]=1)([CH3:9])[CH3:8])([CH3:2])([CH3:3])[CH3:4]. (5) Given the reactants [CH3:1][O:2][C:3]([C:5]1[CH:10]=[CH:9][C:8]([CH2:11][N:12]([CH2:31][C:32]2[CH:41]=[CH:40][C:35]([C:36]([O:38][CH3:39])=[O:37])=[C:34]([O:42]CC3C=CC=CC=3)[CH:33]=2)[C:13](=[O:30])[CH2:14][CH2:15][CH2:16][CH2:17][CH2:18][NH:19]C(OCC2C=CC=CC=2)=O)=[CH:7][C:6]=1[O:50]CC1C=CC=CC=1)=[O:4].Cl, predict the reaction product. The product is: [NH2:19][CH2:18][CH2:17][CH2:16][CH2:15][CH2:14][C:13]([N:12]([CH2:11][C:8]1[CH:9]=[CH:10][C:5]([C:3]([O:2][CH3:1])=[O:4])=[C:6]([OH:50])[CH:7]=1)[CH2:31][C:32]1[CH:41]=[CH:40][C:35]([C:36]([O:38][CH3:39])=[O:37])=[C:34]([OH:42])[CH:33]=1)=[O:30]. (6) Given the reactants [OH:1][C:2]1[CH:3]=[CH:4][C:5]([N+:10]([O-:12])=[O:11])=[C:6]([CH:9]=1)[CH:7]=[O:8].[I-].[Na+].C(N(C(C)C)[CH:18]([CH3:20])[CH3:19])C.C(Br)C=C, predict the reaction product. The product is: [CH2:20]([O:1][C:2]1[CH:3]=[CH:4][C:5]([N+:10]([O-:12])=[O:11])=[C:6]([CH:9]=1)[CH:7]=[O:8])[CH:18]=[CH2:19].